Dataset: Forward reaction prediction with 1.9M reactions from USPTO patents (1976-2016). Task: Predict the product of the given reaction. (1) Given the reactants [F:1][C:2]1[CH:3]=[CH:4][C:5]([O:10][CH3:11])=[C:6]([CH2:8]O)[CH:7]=1.S(Cl)([Cl:14])=O, predict the reaction product. The product is: [Cl:14][CH2:8][C:6]1[CH:7]=[C:2]([F:1])[CH:3]=[CH:4][C:5]=1[O:10][CH3:11]. (2) Given the reactants [Br:1][C:2]1[CH:7]=[CH:6][C:5]([S:8](Cl)(=[O:10])=[O:9])=[C:4]([F:12])[CH:3]=1.[C:13]1([O:19][CH3:20])[CH:18]=[CH:17][CH:16]=[CH:15][CH:14]=1, predict the reaction product. The product is: [Br:1][C:2]1[CH:7]=[CH:6][C:5]([S:8]([C:16]2[CH:17]=[CH:18][C:13]([O:19][CH3:20])=[CH:14][CH:15]=2)(=[O:10])=[O:9])=[C:4]([F:12])[CH:3]=1. (3) Given the reactants [Cl:1][C:2]1[CH:10]=[CH:9][C:5]([C:6](O)=[O:7])=[C:4]([N+:11]([O-:13])=[O:12])[CH:3]=1.C(Cl)(=O)C([Cl:17])=O, predict the reaction product. The product is: [Cl:1][C:2]1[CH:10]=[CH:9][C:5]([C:6]([Cl:17])=[O:7])=[C:4]([N+:11]([O-:13])=[O:12])[CH:3]=1. (4) Given the reactants CCC(C)[BH-](C(C)CC)C(C)CC.[Li+].[C:15]1([O:21][C:22]([N:24]2[CH:29]=[CH:28][C:27](=[O:30])[CH2:26][CH:25]2[CH3:31])=[O:23])[CH:20]=[CH:19][CH:18]=[CH:17][CH:16]=1.N(C1C=CC=CC=1)([S:33]([C:36]([F:39])([F:38])[F:37])(=[O:35])=[O:34])[S:33]([C:36]([F:39])([F:38])[F:37])(=[O:35])=[O:34], predict the reaction product. The product is: [C:15]1([O:21][C:22]([N:24]2[CH2:29][CH:28]=[C:27]([O:30][S:33]([C:36]([F:39])([F:38])[F:37])(=[O:35])=[O:34])[CH2:26][CH:25]2[CH3:31])=[O:23])[CH:16]=[CH:17][CH:18]=[CH:19][CH:20]=1. (5) Given the reactants F[C:2]1[CH:7]=[CH:6][CH:5]=[CH:4][C:3]=1[N+:8]([O-:10])=[O:9].[CH3:11][C:12]([CH3:19])([CH2:17][NH2:18])[CH2:13][N:14]([CH3:16])[CH3:15].CCN(C(C)C)C(C)C, predict the reaction product. The product is: [CH3:15][N:14]([CH3:16])[CH2:13][C:12]([CH3:19])([CH3:11])[CH2:17][NH:18][C:2]1[CH:7]=[CH:6][CH:5]=[CH:4][C:3]=1[N+:8]([O-:10])=[O:9]. (6) The product is: [Br:1][C:2]1[C:3]([CH2:9][Br:10])=[N:4][C:5]([Cl:8])=[CH:6][CH:7]=1. Given the reactants [Br:1][C:2]1[C:3]([CH3:9])=[N:4][C:5]([Cl:8])=[CH:6][CH:7]=1.[Br:10]C1C(CBr)=NC=C(Br)C=1, predict the reaction product. (7) Given the reactants [NH:1]1[C:9]2[C:4](=[CH:5][CH:6]=[CH:7][CH:8]=2)[C:3]2([C:13]3=[CH:14][C:15]4[O:19][CH2:18][O:17][C:16]=4[CH:20]=[C:12]3[O:11][CH2:10]2)[C:2]1=[O:21].[CH3:22]C1(C)COC2=CC3OCC4(C=3C=C12)C1C(=CC=CC=1)NC4=O.BrC[C:47]1[CH:52]=[CH:51][CH:50]=[C:49]([O:53][C:54]([F:57])([F:56])[F:55])[CH:48]=1.BrCC1OC(C(F)(F)F)=CC=1, predict the reaction product. The product is: [F:57][C:54]([F:55])([F:56])[O:53][C:49]1[CH:48]=[CH:47][CH:52]=[CH:51][C:50]=1[CH2:22][N:1]1[C:9]2[C:4](=[CH:5][CH:6]=[CH:7][CH:8]=2)[C:3]2([C:13]3=[CH:14][C:15]4[O:19][CH2:18][O:17][C:16]=4[CH:20]=[C:12]3[O:11][CH2:10]2)[C:2]1=[O:21]. (8) Given the reactants OC1C=CC(S[C:9]2[CH:14]=[CH:13][C:12]([N+:15]([O-:17])=[O:16])=[C:11]([NH2:18])[CH:10]=2)=CC=1.[H-].[Na+].[CH3:21][O:22][C:23]1[CH:24]=[C:25]([SH:31])[C:26]([O:29][CH3:30])=[CH:27][CH:28]=1, predict the reaction product. The product is: [CH3:21][O:22][C:23]1[CH:24]=[C:25]([S:31][C:9]2[CH:14]=[CH:13][C:12]([N+:15]([O-:17])=[O:16])=[C:11]([NH2:18])[CH:10]=2)[C:26]([O:29][CH3:30])=[CH:27][CH:28]=1. (9) The product is: [NH:13]1[C:2]2=[N:11][CH:10]=[CH:9][CH:8]=[C:3]2[C:4]([OH:5])=[N:14]1. Given the reactants Cl[C:2]1[N:11]=[CH:10][CH:9]=[CH:8][C:3]=1[C:4](OC)=[O:5].O.[NH2:13][NH2:14], predict the reaction product.